This data is from Reaction yield outcomes from USPTO patents with 853,638 reactions. The task is: Predict the reaction yield, written as a fraction of the theoretical maximum amount of product (1.0 means a 100% yield; for example, 0.34 means a 34% yield). (1) The reactants are [C:1](=[O:18])(ON1C(=O)CCC1=O)[O:2][CH2:3][C:4]1[CH:9]=[CH:8][CH:7]=[CH:6][CH:5]=1.[N+:19]([C:22]1[CH:23]=[C:24]([C@H:28]([NH2:30])[CH3:29])[CH:25]=[CH:26][CH:27]=1)([O-:21])=[O:20]. The catalyst is C(Cl)Cl.CN(C=O)C. The product is [N+:19]([C:22]1[CH:23]=[C:24]([C@H:28]([NH:30][C:1](=[O:18])[O:2][CH2:3][C:4]2[CH:5]=[CH:6][CH:7]=[CH:8][CH:9]=2)[CH3:29])[CH:25]=[CH:26][CH:27]=1)([O-:21])=[O:20]. The yield is 0.930. (2) The reactants are [CH2:1]([O:3][C:4]([C:6]1[NH:7][C:8]2[C:13]([C:14]=1Br)=[CH:12][C:11]([NH:16][S:17]([C:20]1[CH:25]=[CH:24][C:23]([C:26]([CH3:29])([CH3:28])[CH3:27])=[CH:22][CH:21]=1)(=[O:19])=[O:18])=[CH:10][CH:9]=2)=[O:5])[CH3:2].[F:30][C:31]([F:42])([F:41])[C:32]1[CH:33]=[C:34](B(O)O)[CH:35]=[CH:36][CH:37]=1. The catalyst is CCCCCC.C(OCC)(=O)C. The product is [CH2:1]([O:3][C:4]([C:6]1[NH:7][C:8]2[C:13]([C:14]=1[C:36]1[CH:35]=[CH:34][CH:33]=[C:32]([C:31]([F:42])([F:41])[F:30])[CH:37]=1)=[CH:12][C:11]([NH:16][S:17]([C:20]1[CH:25]=[CH:24][C:23]([C:26]([CH3:29])([CH3:28])[CH3:27])=[CH:22][CH:21]=1)(=[O:19])=[O:18])=[CH:10][CH:9]=2)=[O:5])[CH3:2]. The yield is 0.660.